Dataset: Retrosynthesis with 50K atom-mapped reactions and 10 reaction types from USPTO. Task: Predict the reactants needed to synthesize the given product. (1) Given the product CC1(C)CCC(C)(C)c2cc(-c3nnc(NCc4ccc(N)cc4)o3)ccc21, predict the reactants needed to synthesize it. The reactants are: CC1(C)CCC(C)(C)c2cc(-c3nnc(NCc4ccc([N+](=O)[O-])cc4)o3)ccc21. (2) Given the product CCc1cc(Br)cc(C(=O)Nc2ccc(F)cn2)n1, predict the reactants needed to synthesize it. The reactants are: CCOC(=O)c1cc(Br)cc(CC)n1.Nc1ccc(F)cn1. (3) Given the product CC(C)(COCCOCCOP(=O)(OCc1ccccc1)OCc1ccccc1)C(=O)O, predict the reactants needed to synthesize it. The reactants are: CC(C)(C)OC(=O)C(C)(C)COCCOCCOP(=O)(OCc1ccccc1)OCc1ccccc1. (4) The reactants are: COC(=O)c1ccc(Cn2cc([C@@H]3O[C@H](CO)[C@@H](O)[C@H](O)[C@H]3O)c3cccc(Cl)c32)cc1. Given the product O=C(O)c1ccc(Cn2cc([C@@H]3O[C@H](CO)[C@@H](O)[C@H](O)[C@H]3O)c3cccc(Cl)c32)cc1, predict the reactants needed to synthesize it. (5) Given the product CC(C)(C)OC(=O)CC(NC(=O)OC(C)(C)C)c1ccc(C(=O)Nc2ccncc2)cc1, predict the reactants needed to synthesize it. The reactants are: CC(C)(C)OC(=O)CC(NC(=O)OC(C)(C)C)c1ccc(C(=O)O)cc1.Nc1ccncc1. (6) Given the product Nc1cc(C(=O)O)cc(S(N)(=O)=O)c1OCC(F)(F)F, predict the reactants needed to synthesize it. The reactants are: NS(=O)(=O)c1cc(C(=O)O)cc([N+](=O)[O-])c1OCC(F)(F)F. (7) Given the product O=C(O)c1ccc(C#Cc2ccc(C3(N(Cc4ccccc4)Cc4ccccc4)CC3)cc2)cc1, predict the reactants needed to synthesize it. The reactants are: CCOC(=O)c1ccc(C#Cc2ccc(C3(N(Cc4ccccc4)Cc4ccccc4)CC3)cc2)cc1. (8) Given the product Clc1ccc(Cc2ccccc2OCc2ccccc2)cc1, predict the reactants needed to synthesize it. The reactants are: OC(c1ccc(Cl)cc1)c1ccccc1OCc1ccccc1. (9) Given the product CCOC(=O)c1ccc2c(c1)CC(C)(C)C(c1cccc(N3CCN(C)CC3)c1)N2, predict the reactants needed to synthesize it. The reactants are: CCOC(=O)c1ccc2c(c1)CC(C)(C)C(c1cccc(Br)c1)N2.CN1CCNCC1. (10) Given the product COCCn1c(-c2ccc(C(C)C)cc2)nc2c(-c3ccccc3)ccc(OC)c21, predict the reactants needed to synthesize it. The reactants are: COCCn1c(-c2ccc(C(C)C)cc2)nc2c(Br)ccc(OC)c21.OB(O)c1ccccc1.